Dataset: Catalyst prediction with 721,799 reactions and 888 catalyst types from USPTO. Task: Predict which catalyst facilitates the given reaction. (1) Reactant: [Li]CCCC.Br[C:7]1[CH:8]=[CH:9][C:10]([C:18]([OH:20])=[O:19])=[N:11][C:12]=1[O:13][CH2:14][CH:15]1[CH2:17][CH2:16]1.[O:21]1[CH2:24][C:23](=[O:25])[CH2:22]1. Product: [CH:15]1([CH2:14][O:13][C:12]2[N:11]=[C:10]([C:18]([OH:20])=[O:19])[CH:9]=[CH:8][C:7]=2[C:23]2([OH:25])[CH2:24][O:21][CH2:22]2)[CH2:17][CH2:16]1. The catalyst class is: 1. (2) Reactant: [CH2:1]1[C:3]2([CH2:8][CH2:7][NH:6][CH:5]([C:9]([NH:11][C@H:12]([C:14]3[CH:22]=[CH:21][C:17]([C:18]([OH:20])=[O:19])=[CH:16][CH:15]=3)[CH3:13])=[O:10])[CH2:4]2)[CH2:2]1.C([O-])([O-])=O.[Na+].[Na+].[F:29][C:30]([F:40])([F:39])[C:31]1[CH:38]=[CH:37][C:34]([CH2:35]Br)=[CH:33][CH:32]=1. Product: [F:29][C:30]([F:40])([F:39])[C:31]1[CH:38]=[CH:37][C:34]([CH2:35][N:6]2[CH2:7][CH2:8][C:3]3([CH2:2][CH2:1]3)[CH2:4][CH:5]2[C:9]([NH:11][C@H:12]([C:14]2[CH:22]=[CH:21][C:17]([C:18]([O:20][CH2:35][C:34]3[CH:33]=[CH:32][C:31]([C:30]([F:29])([F:39])[F:40])=[CH:38][CH:37]=3)=[O:19])=[CH:16][CH:15]=2)[CH3:13])=[O:10])=[CH:33][CH:32]=1. The catalyst class is: 23. (3) Product: [F:15][C:16]([F:27])([F:26])[C:17]([NH:1][C:2]1[CH:7]=[CH:6][CH:5]=[CH:4][C:3]=1[CH3:8])=[O:18]. Reactant: [NH2:1][C:2]1[C:3]([CH3:8])=[CH:4][CH:5]=[CH:6][CH:7]=1.N1C=CC=CC=1.[F:15][C:16]([F:27])([F:26])[C:17](O[C:17](=[O:18])[C:16]([F:27])([F:26])[F:15])=[O:18]. The catalyst class is: 2. (4) Reactant: CC([Si](C)(C)[O:6][C:7]1[C:8]([F:17])=[C:9]([CH2:14][C:15]#[N:16])[CH:10]=[C:11]([F:13])[CH:12]=1)(C)C.[CH3:20][O:21][CH2:22][CH2:23]Br.[F-].[K+]. Product: [F:17][C:8]1[C:7]([O:6][CH2:23][CH2:22][O:21][CH3:20])=[CH:12][C:11]([F:13])=[CH:10][C:9]=1[CH2:14][C:15]#[N:16]. The catalyst class is: 3. (5) Reactant: [CH3:1][N:2]([CH2:4][C:5]1[C:13]2[O:12][N:11]=[C:10]([CH2:14][CH2:15][CH:16]3[CH2:21][CH2:20][NH:19][CH2:18][CH2:17]3)[C:9]=2[CH:8]=[CH:7][C:6]=1[O:22][CH2:23][C:24]1[CH:31]=[CH:30][C:27]([C:28]#[N:29])=[CH:26][CH:25]=1)[CH3:3].[CH:32](=O)[C:33]1[CH:38]=[CH:37][CH:36]=[CH:35][CH:34]=1.C(O[BH-](OC(=O)C)OC(=O)C)(=O)C.[Na+].[OH-].[Na+].[Cl-].[Na+]. Product: [CH2:32]([N:19]1[CH2:20][CH2:21][CH:16]([CH2:15][CH2:14][C:10]2[C:9]3[CH:8]=[CH:7][C:6]([O:22][CH2:23][C:24]4[CH:25]=[CH:26][C:27]([C:28]#[N:29])=[CH:30][CH:31]=4)=[C:5]([CH2:4][N:2]([CH3:3])[CH3:1])[C:13]=3[O:12][N:11]=2)[CH2:17][CH2:18]1)[C:33]1[CH:38]=[CH:37][CH:36]=[CH:35][CH:34]=1. The catalyst class is: 322.